Dataset: Catalyst prediction with 721,799 reactions and 888 catalyst types from USPTO. Task: Predict which catalyst facilitates the given reaction. (1) Reactant: Cl[C:2]1[C:11]([Cl:12])=[N:10][C:9]2[C:4](=[CH:5][CH:6]=[CH:7][CH:8]=2)[N:3]=1.[CH:13]1([NH2:16])[CH2:15][CH2:14]1.C(N(C(C)C)C(C)C)C. Product: [Cl:12][C:11]1[C:2]([NH:16][CH:13]2[CH2:15][CH2:14]2)=[N:3][C:4]2[C:9]([N:10]=1)=[CH:8][CH:7]=[CH:6][CH:5]=2. The catalyst class is: 12. (2) Reactant: [NH2:1][C:2]1[CH:3]=[C:4]([CH:7]=[CH:8][N:9]=1)[C:5]#[N:6].C1C(=O)N([I:17])C(=O)C1. Product: [NH2:1][C:2]1[CH:3]=[C:4]([C:7]([I:17])=[CH:8][N:9]=1)[C:5]#[N:6]. The catalyst class is: 9. (3) Reactant: [Cl:1][C:2]1[N:7]=[C:6](Cl)[C:5]([O:9][CH3:10])=[CH:4][N:3]=1.[NH:11]1[CH2:16][CH2:15][O:14][CH2:13][CH2:12]1.[NH4+].[Cl-]. Product: [Cl:1][C:2]1[N:7]=[C:6]([N:11]2[CH2:16][CH2:15][O:14][CH2:13][CH2:12]2)[C:5]([O:9][CH3:10])=[CH:4][N:3]=1. The catalyst class is: 11. (4) Reactant: C([O:8][C:9]1[CH:14]=[CH:13][C:12]([N:15]2[C:23]3[C:22]4[CH:24]=[C:25]([NH:28][C:29](=[O:37])[C:30]5[CH:35]=[CH:34][CH:33]=[CH:32][C:31]=5[Cl:36])[CH:26]=[CH:27][C:21]=4[CH2:20][CH2:19][C:18]=3[C:17]([C:38]([NH2:40])=[O:39])=[N:16]2)=[CH:11][CH:10]=1)C1C=CC=CC=1. Product: [Cl:36][C:31]1[CH:32]=[CH:33][CH:34]=[CH:35][C:30]=1[C:29]([NH:28][C:25]1[CH:26]=[CH:27][C:21]2[CH2:20][CH2:19][C:18]3[C:17]([C:38]([NH2:40])=[O:39])=[N:16][N:15]([C:12]4[CH:11]=[CH:10][C:9]([OH:8])=[CH:14][CH:13]=4)[C:23]=3[C:22]=2[CH:24]=1)=[O:37]. The catalyst class is: 67. (5) Reactant: [CH3:1][CH2:2][N:3]=[C:4]=[N:5][CH2:6][CH2:7][CH2:8]N(C)C.Cl.Br[C:14]1C=C(N)C(N)=CC=1.C(N1CCC[C@H]1C(O)=O)(OC(C)(C)C)=O.ON1C2C=CC=CC=2N=N1. Product: [N:5]1[C:6]2[CH:7]=[CH:8][CH:14]=[CH:1][C:2]=2[NH:3][CH:4]=1. The catalyst class is: 322. (6) Reactant: [OH:1][B:2]1[C:6]2[CH:7]=[C:8]([OH:12])[CH:9]=[C:10]([CH3:11])[C:5]=2[CH:4]([CH2:13][C:14]([O:16][C:17]([CH3:20])([CH3:19])[CH3:18])=[O:15])[O:3]1.[H-].[Na+].I[CH2:24][C:25]#[N:26]. Product: [C:25]([CH2:24][O:12][C:8]1[CH:9]=[C:10]([CH3:11])[C:5]2[CH:4]([CH2:13][C:14]([O:16][C:17]([CH3:20])([CH3:19])[CH3:18])=[O:15])[O:3][B:2]([OH:1])[C:6]=2[CH:7]=1)#[N:26]. The catalyst class is: 3. (7) Reactant: [N+:1]([C:4]1[CH:9]=[CH:8][C:7]([O:10][CH2:11][C:12]#[CH:13])=[CH:6][CH:5]=1)([O-])=O. Product: [CH2:11]([O:10][C:7]1[CH:8]=[CH:9][C:4]([NH2:1])=[CH:5][CH:6]=1)[C:12]#[CH:13]. The catalyst class is: 19.